This data is from Full USPTO retrosynthesis dataset with 1.9M reactions from patents (1976-2016). The task is: Predict the reactants needed to synthesize the given product. Given the product [Br:40][C:7]1[N:8]([C:12]2[CH:13]=[N:14][N:15]([CH2:17][CH2:18][CH3:19])[CH:16]=2)[C:9]2[C:5]([C:6]=1[S:20][C:21]1[C:22]([F:32])=[C:23]([CH:29]=[CH:30][CH:31]=1)[C:24]([O:26][CH2:27][CH3:28])=[O:25])=[CH:4][CH:3]=[C:2]([Cl:1])[C:10]=2[F:11], predict the reactants needed to synthesize it. The reactants are: [Cl:1][C:2]1[C:10]([F:11])=[C:9]2[C:5]([C:6]([S:20][C:21]3[C:22]([F:32])=[C:23]([CH:29]=[CH:30][CH:31]=3)[C:24]([O:26][CH2:27][CH3:28])=[O:25])=[CH:7][N:8]2[C:12]2[CH:13]=[N:14][N:15]([CH2:17][CH2:18][CH3:19])[CH:16]=2)=[CH:4][CH:3]=1.C1C(=O)N([Br:40])C(=O)C1.